Dataset: Forward reaction prediction with 1.9M reactions from USPTO patents (1976-2016). Task: Predict the product of the given reaction. (1) Given the reactants [CH2:1]([O:8][C:9]([NH:11][C@@H:12]([CH2:25][NH:26]C(OC(C)(C)C)=O)[C:13]([N:15]1[CH2:20][CH2:19][CH2:18][CH2:17][C@@H:16]1[C:21]([O:23][CH3:24])=[O:22])=[O:14])=[O:10])[C:2]1[CH:7]=[CH:6][CH:5]=[CH:4][CH:3]=1.[C:34]([OH:40])([C:36]([F:39])([F:38])[F:37])=[O:35], predict the reaction product. The product is: [F:37][C:36]([F:39])([F:38])[C:34]([OH:40])=[O:35].[NH2:26][CH2:25][C@H:12]([NH:11][C:9]([O:8][CH2:1][C:2]1[CH:3]=[CH:4][CH:5]=[CH:6][CH:7]=1)=[O:10])[C:13]([N:15]1[CH2:20][CH2:19][CH2:18][CH2:17][C@@H:16]1[C:21]([O:23][CH3:24])=[O:22])=[O:14]. (2) Given the reactants [F:1][C:2]1[CH:11]=[C:10]([NH:12][S:13]([C:16]2[CH:21]=[CH:20][C:19](I)=[CH:18][CH:17]=2)(=[O:15])=[O:14])[CH:9]=[C:8]([F:23])[C:3]=1[C:4]([O:6]C)=[O:5].P([O-])([O-])([O-])=O.[K+].[K+].[K+].[NH:32]1[CH:36]=[N:35][CH:34]=[N:33]1.CN[C@@H]1CCCC[C@H]1NC.[OH-].[Na+].Cl, predict the reaction product. The product is: [F:1][C:2]1[CH:11]=[C:10]([NH:12][S:13]([C:16]2[CH:21]=[CH:20][C:19]([N:32]3[CH:36]=[N:35][CH:34]=[N:33]3)=[CH:18][CH:17]=2)(=[O:15])=[O:14])[CH:9]=[C:8]([F:23])[C:3]=1[C:4]([OH:6])=[O:5]. (3) The product is: [Cl:1][C:2]1[N:7]=[C:6]([C:8]([NH:19][OH:20])=[NH:9])[CH:5]=[C:4]([CH3:10])[N:3]=1. Given the reactants [Cl:1][C:2]1[N:7]=[C:6]([C:8]#[N:9])[CH:5]=[C:4]([CH3:10])[N:3]=1.C(N(CC)CC)C.Cl.[NH2:19][OH:20], predict the reaction product. (4) Given the reactants Cl.[CH:2]1([NH:8][OH:9])[CH2:7][CH2:6][CH2:5][CH2:4][CH2:3]1.[CH3:10][C:11]([CH3:24])([CH3:23])[C:12]([NH:14][C:15]1[N:20]=[C:19]([CH:21]=O)[CH:18]=[CH:17][CH:16]=1)=[O:13], predict the reaction product. The product is: [CH:2]1([N+:8]([O-:9])=[CH:21][C:19]2[CH:18]=[CH:17][CH:16]=[C:15]([NH:14][C:12](=[O:13])[C:11]([CH3:23])([CH3:10])[CH3:24])[N:20]=2)[CH2:7][CH2:6][CH2:5][CH2:4][CH2:3]1.